This data is from Catalyst prediction with 721,799 reactions and 888 catalyst types from USPTO. The task is: Predict which catalyst facilitates the given reaction. (1) Reactant: [Br:1][C:2]1[CH:7]=[CH:6][C:5]([C:8]2([C:14](OC)=[O:15])[CH2:12][CH2:11][N:10]([CH3:13])[CH2:9]2)=[C:4]([N+:18]([O-])=O)[CH:3]=1. Product: [Br:1][C:2]1[CH:3]=[C:4]2[NH:18][C:14](=[O:15])[C:8]3([CH2:12][CH2:11][N:10]([CH3:13])[CH2:9]3)[C:5]2=[CH:6][CH:7]=1. The catalyst class is: 180. (2) Reactant: [CH2:1]([N:8]([CH2:19][C:20]1[CH:25]=[CH:24][CH:23]=[CH:22][CH:21]=1)[CH:9]1[CH2:18][CH2:17][C:12]2(OCC[O:13]2)[CH2:11][CH2:10]1)[C:2]1[CH:7]=[CH:6][CH:5]=[CH:4][CH:3]=1.[CH2:19]([N:8]([CH2:1][C:2]1[CH:3]=[CH:4][CH:5]=[CH:6][CH:7]=1)[CH:9]1[CH2:10][CH2:11][C:12]2(OCC[O:13]2)[CH2:17][CH2:18]1)[C:20]1[CH:25]=[CH:24][CH:23]=[CH:22][CH:21]=1.Cl.C(=O)([O-])[O-].[K+].[K+]. Product: [CH2:19]([N:8]([CH2:1][C:2]1[CH:7]=[CH:6][CH:5]=[CH:4][CH:3]=1)[CH:9]1[CH2:10][CH2:11][C:12](=[O:13])[CH2:17][CH2:18]1)[C:20]1[CH:21]=[CH:22][CH:23]=[CH:24][CH:25]=1. The catalyst class is: 22. (3) Reactant: [Si]([O:8][C@H:9]([C:36]1[CH:41]=[CH:40][C:39]([OH:42])=[C:38]([CH2:43][OH:44])[CH:37]=1)[CH2:10][NH:11][C@H:12]([CH3:35])[CH2:13][C:14]1[CH:15]=[C:16]2[C:20](=[CH:21][CH:22]=1)[NH:19][C:18]([C:23]([NH:25][CH2:26][C:27]1[CH:32]=[CH:31][CH:30]=[CH:29][C:28]=1[O:33][CH3:34])=[O:24])=[CH:17]2)(C(C)(C)C)(C)C.[F-].[NH4+]. Product: [OH:8][C@H:9]([C:36]1[CH:41]=[CH:40][C:39]([OH:42])=[C:38]([CH2:43][OH:44])[CH:37]=1)[CH2:10][NH:11][C@H:12]([CH3:35])[CH2:13][C:14]1[CH:15]=[C:16]2[C:20](=[CH:21][CH:22]=1)[NH:19][C:18]([C:23]([NH:25][CH2:26][C:27]1[CH:32]=[CH:31][CH:30]=[CH:29][C:28]=1[O:33][CH3:34])=[O:24])=[CH:17]2. The catalyst class is: 24. (4) Reactant: [CH:1]1([N:6]2[CH2:11][CH2:10][N:9]([C:12]([C:14]3[CH:15]=[C:16]4[C:20](=[CH:21][CH:22]=3)[NH:19][C:18]([C:23]([N:25]3[CH2:30][CH2:29][S:28](=[O:32])(=[O:31])[CH2:27][CH2:26]3)=[O:24])=[CH:17]4)=[O:13])[CH2:8][CH2:7]2)[CH2:5][CH2:4][CH2:3][CH2:2]1.[H-].[Na+].CS(O[CH2:40][C:41]([F:44])([F:43])[F:42])(=O)=O. Product: [CH:1]1([N:6]2[CH2:7][CH2:8][N:9]([C:12]([C:14]3[CH:15]=[C:16]4[C:20](=[CH:21][CH:22]=3)[N:19]([CH2:40][C:41]([F:44])([F:43])[F:42])[C:18]([C:23]([N:25]3[CH2:30][CH2:29][S:28](=[O:31])(=[O:32])[CH2:27][CH2:26]3)=[O:24])=[CH:17]4)=[O:13])[CH2:10][CH2:11]2)[CH2:2][CH2:3][CH2:4][CH2:5]1. The catalyst class is: 9. (5) Reactant: [CH2:1]([O:8][CH2:9][CH2:10][C:11]1([CH3:14])[CH2:13][O:12]1)[C:2]1[CH:7]=[CH:6][CH:5]=[CH:4][CH:3]=1.[C:15]([O:19][C:20]([N:22]1[CH2:27][CH2:26][N:25]([C:28]2[CH:33]=[CH:32][C:31]([OH:34])=[CH:30][CH:29]=2)[CH2:24][CH2:23]1)=[O:21])([CH3:18])([CH3:17])[CH3:16].P([O-])([O-])([O-])=O.[K+].[K+].[K+].C(O)C. Product: [C:15]([O:19][C:20]([N:22]1[CH2:27][CH2:26][N:25]([C:28]2[CH:29]=[CH:30][C:31]([O:34][CH2:14][C:11]([OH:12])([CH3:13])[CH2:10][CH2:9][O:8][CH2:1][C:2]3[CH:7]=[CH:6][CH:5]=[CH:4][CH:3]=3)=[CH:32][CH:33]=2)[CH2:24][CH2:23]1)=[O:21])([CH3:18])([CH3:16])[CH3:17]. The catalyst class is: 6. (6) Reactant: [CH2:1]([N:3]([CH:18]1[CH2:26][C:25]2[C:20](=[CH:21][CH:22]=[C:23]([S:27][C:28]([CH3:37])([CH3:36])[C:29]([O:31]C(C)(C)C)=[O:30])[CH:24]=2)[CH2:19]1)[C:4]([NH:6][C:7]1[CH:12]=[CH:11][C:10]([O:13][C:14]([F:17])([F:16])[F:15])=[CH:9][CH:8]=1)=[O:5])[CH3:2].S(=O)(=O)(O)O.O. The catalyst class is: 480. Product: [CH2:1]([N:3]([C@H:18]1[CH2:26][C:25]2[C:20](=[CH:21][CH:22]=[C:23]([S:27][C:28]([CH3:36])([CH3:37])[C:29]([OH:31])=[O:30])[CH:24]=2)[CH2:19]1)[C:4]([NH:6][C:7]1[CH:8]=[CH:9][C:10]([O:13][C:14]([F:17])([F:15])[F:16])=[CH:11][CH:12]=1)=[O:5])[CH3:2].